This data is from Forward reaction prediction with 1.9M reactions from USPTO patents (1976-2016). The task is: Predict the product of the given reaction. Given the reactants [NH2:1][C:2]1[CH:11]=[CH:10][C:5]([C:6]([NH:8][OH:9])=[NH:7])=[CH:4][N:3]=1.[F:12][C:13]([F:34])([F:33])[C:14]1[CH:19]=[C:18]([C:20]2[CH:25]=[CH:24][C:23]([C:26]([F:29])([F:28])[F:27])=[CH:22][CH:21]=2)[N:17]=[C:16]([C:30](O)=O)[CH:15]=1, predict the reaction product. The product is: [F:34][C:13]([F:12])([F:33])[C:14]1[CH:19]=[C:18]([C:20]2[CH:25]=[CH:24][C:23]([C:26]([F:27])([F:28])[F:29])=[CH:22][CH:21]=2)[N:17]=[C:16]([C:30]2[O:9][N:8]=[C:6]([C:5]3[CH:10]=[CH:11][C:2]([NH2:1])=[N:3][CH:4]=3)[N:7]=2)[CH:15]=1.